Predict the reactants needed to synthesize the given product. From a dataset of Retrosynthesis with 50K atom-mapped reactions and 10 reaction types from USPTO. Given the product Cc1cccc(CNC2CCN(C(C)CCNC(=O)c3c(C)ncnc3C)CC2)c1, predict the reactants needed to synthesize it. The reactants are: Cc1cccc(CN)c1.Cc1ncnc(C)c1C(=O)NCCC(C)N1CCC(=O)CC1.